This data is from Peptide-MHC class II binding affinity with 134,281 pairs from IEDB. The task is: Regression. Given a peptide amino acid sequence and an MHC pseudo amino acid sequence, predict their binding affinity value. This is MHC class II binding data. The peptide sequence is INEPTAAAIAYGLAR. The MHC is HLA-DQA10102-DQB10602 with pseudo-sequence HLA-DQA10102-DQB10602. The binding affinity (normalized) is 0.618.